From a dataset of Peptide-MHC class II binding affinity with 134,281 pairs from IEDB. Regression. Given a peptide amino acid sequence and an MHC pseudo amino acid sequence, predict their binding affinity value. This is MHC class II binding data. (1) The peptide sequence is KEAFHGLDVKFHTQA. The MHC is HLA-DQA10601-DQB10402 with pseudo-sequence HLA-DQA10601-DQB10402. The binding affinity (normalized) is 0.322. (2) The peptide sequence is QRPLVTIKIGGQLKE. The MHC is HLA-DPA10201-DPB11401 with pseudo-sequence HLA-DPA10201-DPB11401. The binding affinity (normalized) is 0.242. (3) The peptide sequence is CDGERPTLAFLQDVM. The MHC is DRB1_0401 with pseudo-sequence DRB1_0401. The binding affinity (normalized) is 0. (4) The peptide sequence is NAGFKAALAAAAGVP. The MHC is HLA-DPA10201-DPB10101 with pseudo-sequence HLA-DPA10201-DPB10101. The binding affinity (normalized) is 0.293. (5) The peptide sequence is ELKESWGAIWRIDTP. The MHC is DRB1_0401 with pseudo-sequence DRB1_0401. The binding affinity (normalized) is 0.331. (6) The MHC is DRB1_0101 with pseudo-sequence DRB1_0101. The binding affinity (normalized) is 1.00. The peptide sequence is YDKFLANVSTVLTSK. (7) The peptide sequence is EVVKANGGYLAAGKL. The MHC is DRB1_0404 with pseudo-sequence DRB1_0404. The binding affinity (normalized) is 0.455.